From a dataset of Catalyst prediction with 721,799 reactions and 888 catalyst types from USPTO. Predict which catalyst facilitates the given reaction. (1) Reactant: C(=O)([O-])[O-].[Cs+].[Cs+].[Cl:7][C:8]1[CH:9]=[C:10]([OH:15])[CH:11]=[C:12]([Cl:14])[CH:13]=1.Br[CH2:17][C:18](=[O:21])[CH2:19][CH3:20].O. Product: [Cl:7][C:8]1[CH:9]=[C:10]([CH:11]=[C:12]([Cl:14])[CH:13]=1)[O:15][CH2:17][C:18](=[O:21])[CH2:19][CH3:20]. The catalyst class is: 21. (2) Reactant: C([Li])CCC.Br[C:7]1[CH:12]=[C:11]([C:13]([F:16])([F:15])[F:14])[CH:10]=[C:9]([Br:17])[CH:8]=1.[N+](C1C=C[C:24]([C:27]2[CH2:32][CH2:31][N:30]([C:33]([O:35][C:36]([CH3:39])([CH3:38])[CH3:37])=[O:34])[CH2:29][CH:28]=2)=C(C(F)(F)F)C=1)([O-])=O.CC[O:46]C(C)=O. Product: [C:36]([O:35][C:33]([N:30]1[CH2:31][CH2:32][CH:27]([C:24](=[O:46])[C:7]2[CH:12]=[C:11]([C:13]([F:16])([F:15])[F:14])[CH:10]=[C:9]([Br:17])[CH:8]=2)[CH2:28][CH2:29]1)=[O:34])([CH3:39])([CH3:38])[CH3:37]. The catalyst class is: 1. (3) Reactant: [CH:1]1[C:2]([CH2:10][NH:11][C@@H:12]2[CH2:17][CH2:16][C@@H:15]([OH:18])[CH2:14][CH2:13]2)=[C:3]([NH2:9])[C:4]([Br:8])=[CH:5][C:6]=1[Br:7].C(N(CC)CC)C.[C:26]([O:30][C:31](O[C:31]([O:30][C:26]([CH3:29])([CH3:28])[CH3:27])=[O:32])=[O:32])([CH3:29])([CH3:28])[CH3:27]. Product: [C:26]([O:30][C:31]([NH:9][C:3]1[C:4]([Br:8])=[CH:5][C:6]([Br:7])=[CH:1][C:2]=1[CH2:10][NH:11][C@H:12]1[CH2:17][CH2:16][C@H:15]([OH:18])[CH2:14][CH2:13]1)=[O:32])([CH3:29])([CH3:28])[CH3:27]. The catalyst class is: 38. (4) Reactant: Cl.[CH2:2]([NH:5][C:6]([NH:8][C:9]1[CH:10]=[C:11]([C:15]2[CH:20]=[CH:19][CH:18]=[C:17]([O:21][CH2:22][C@@H:23]([C:25]([O:27][CH3:28])=[O:26])[NH2:24])[CH:16]=2)[CH:12]=[CH:13][CH:14]=1)=[O:7])[CH2:3][CH3:4].C(N(CC)C(C)C)(C)C.[NH4+].[Cl-].[C:40]([O:43][CH2:44][CH3:45])(=[O:42])C. Product: [CH2:44]([O:43][C:40]([NH:24][C@H:23]([C:25]([O:27][CH3:28])=[O:26])[CH2:22][O:21][C:17]1[CH:16]=[C:15]([C:11]2[CH:12]=[CH:13][CH:14]=[C:9]([NH:8][C:6]([NH:5][CH2:2][CH2:3][CH3:4])=[O:7])[CH:10]=2)[CH:20]=[CH:19][CH:18]=1)=[O:42])[CH3:45]. The catalyst class is: 1. (5) Reactant: C([Mg]Cl)(C)C.[S:6]1[CH:10]=[CH:9][N:8]=[CH:7]1.[C:11]1([C:24]2[CH:29]=[CH:28][CH:27]=[CH:26][CH:25]=2)[CH:16]=[CH:15][C:14]([CH2:17][C:18](N(OC)C)=[O:19])=[CH:13][CH:12]=1. Product: [C:11]1([C:24]2[CH:25]=[CH:26][CH:27]=[CH:28][CH:29]=2)[CH:12]=[CH:13][C:14]([CH2:17][C:18]([C:7]2[S:6][CH:10]=[CH:9][N:8]=2)=[O:19])=[CH:15][CH:16]=1. The catalyst class is: 7. (6) Reactant: C[O:2][C:3]([C@H:5]1[CH2:10][CH2:9][C@H:8]([C:11]2[N:15]3[CH:16]=[CH:17][N:18]=[C:19]([NH2:20])[C:14]3=[C:13]([C:21]3[CH:26]=[CH:25][C:24]([O:27][C:28]4[CH:33]=[CH:32][CH:31]=[CH:30][CH:29]=4)=[CH:23][CH:22]=3)[N:12]=2)[CH2:7][CH2:6]1)=[O:4].[OH-].[Na+].C(O)=O. Product: [NH2:20][C:19]1[C:14]2[N:15]([C:11]([C@H:8]3[CH2:7][CH2:6][C@H:5]([C:3]([OH:4])=[O:2])[CH2:10][CH2:9]3)=[N:12][C:13]=2[C:21]2[CH:22]=[CH:23][C:24]([O:27][C:28]3[CH:33]=[CH:32][CH:31]=[CH:30][CH:29]=3)=[CH:25][CH:26]=2)[CH:16]=[CH:17][N:18]=1. The catalyst class is: 88. (7) Reactant: N[C:2]1[CH:3]=[CH:4][CH:5]=[C:6]2[C:11]=1[N:10]=[C:9]([CH2:12][CH2:13][CH2:14][N:15]1[CH2:20][CH:19]=[C:18]([C:21]3[CH:26]=[CH:25][CH:24]=[CH:23][CH:22]=3)[CH2:17][CH2:16]1)[NH:8][C:7]2=[O:27].C=O.[C:30](O)(=O)C.[C:34]([BH3-])#[N:35].[Na+]. Product: [CH3:30][N:35]([CH3:34])[C:2]1[CH:3]=[CH:4][CH:5]=[C:6]2[C:11]=1[N:10]=[C:9]([CH2:12][CH2:13][CH2:14][N:15]1[CH2:20][CH:19]=[C:18]([C:21]3[CH:26]=[CH:25][CH:24]=[CH:23][CH:22]=3)[CH2:17][CH2:16]1)[NH:8][C:7]2=[O:27]. The catalyst class is: 10.